From a dataset of Forward reaction prediction with 1.9M reactions from USPTO patents (1976-2016). Predict the product of the given reaction. (1) Given the reactants C([O-])([O-])=O.[Na+].[Na+].Cl.[NH2:8][OH:9].[C:10]([C:12]1[N:17]=[CH:16][N:15]=[C:14]([O:18][C:19]2[CH:24]=[CH:23][C:22]([NH:25][C:26](=[O:32])[O:27][C:28]([CH3:31])([CH3:30])[CH3:29])=[CH:21][CH:20]=2)[CH:13]=1)#[N:11], predict the reaction product. The product is: [OH:9][NH:8][C:10]([C:12]1[N:17]=[CH:16][N:15]=[C:14]([O:18][C:19]2[CH:20]=[CH:21][C:22]([NH:25][C:26](=[O:32])[O:27][C:28]([CH3:30])([CH3:29])[CH3:31])=[CH:23][CH:24]=2)[CH:13]=1)=[NH:11]. (2) Given the reactants [C:1]([O:5][C:6]([NH:8][CH:9]([C:11]1[CH:20]=[CH:19][C:18]([Cl:21])=[CH:17][C:12]=1[CH2:13][N:14]=[N+]=[N-])[CH3:10])=[O:7])([CH3:4])([CH3:3])[CH3:2].O.C1C=CC(P(C2C=CC=CC=2)C2C=CC=CC=2)=CC=1, predict the reaction product. The product is: [C:1]([O:5][C:6]([NH:8][CH:9]([C:11]1[CH:20]=[CH:19][C:18]([Cl:21])=[CH:17][C:12]=1[CH2:13][NH2:14])[CH3:10])=[O:7])([CH3:2])([CH3:3])[CH3:4]. (3) Given the reactants [Cl:1][C:2]1[CH:3]=[C:4]([N:17]2[C:22](=[O:23])[NH:21][C:20](=[O:24])[CH:19]=[N:18]2)[CH:5]=[CH:6][C:7]=1[CH:8](Cl)[C:9]1[CH:14]=[CH:13][C:12]([Cl:15])=[CH:11][CH:10]=1.N12CCCN=C1CCCCC2.[CH3:36][CH:37]([CH3:40])[CH2:38][OH:39], predict the reaction product. The product is: [Cl:1][C:2]1[CH:3]=[C:4]([N:17]2[C:22](=[O:23])[NH:21][C:20](=[O:24])[CH:19]=[N:18]2)[CH:5]=[CH:6][C:7]=1[CH:8]([C:9]1[CH:14]=[CH:13][C:12]([Cl:15])=[CH:11][CH:10]=1)[O:39][CH2:38][CH:37]([CH3:40])[CH3:36]. (4) Given the reactants C(O[C:6]([N:8]1[CH2:13][CH2:12][N:11]([C:14]2[C:15](=[O:33])[N:16]([CH2:29][CH:30]([CH3:32])[CH3:31])[N:17]=[C:18]([C:21]3[CH:26]=[CH:25][C:24](C)=[C:23](F)[CH:22]=3)[C:19]=2[CH3:20])[CH2:10][CH2:9]1)=O)(C)(C)C.C(N1C(=O)C(C[O:46][S:47]([CH3:50])(=O)=[O:48])=CC(C2C=CC(S(C)(=O)=O)=CC=2)=N1)C(C)C.CN1CCNCC1, predict the reaction product. The product is: [CH2:29]([N:16]1[C:15](=[O:33])[C:14]([N:11]2[CH2:12][CH2:13][N:8]([CH3:6])[CH2:9][CH2:10]2)=[C:19]([CH3:20])[C:18]([C:21]2[CH:26]=[CH:25][C:24]([S:47]([CH3:50])(=[O:48])=[O:46])=[CH:23][CH:22]=2)=[N:17]1)[CH:30]([CH3:32])[CH3:31]. (5) Given the reactants ON1C2C=CC=CC=2N=N1.[CH3:11][CH:12]([NH2:23])[CH2:13][C:14]1[C:22]2[C:17](=[CH:18][CH:19]=[CH:20][CH:21]=2)[NH:16][CH:15]=1.CN1CCOCC1.C1(N=C=NC2CCCCC2)CCCCC1.[CH3:46][N:47]([CH3:65])[C:48]1([C:58]2[CH:63]=[CH:62][CH:61]=[C:60]([F:64])[CH:59]=2)[CH2:53][CH2:52][C:51](=[CH:54][C:55](O)=[O:56])[CH2:50][CH2:49]1.[OH-].[Na+], predict the reaction product. The product is: [CH3:65][N:47]([CH3:46])[C:48]1([C:58]2[CH:63]=[CH:62][CH:61]=[C:60]([F:64])[CH:59]=2)[CH2:53][CH2:52][C:51](=[CH:54][C:55]([NH:23][CH:12]([CH3:11])[CH2:13][C:14]2[C:22]3[C:17](=[CH:18][CH:19]=[CH:20][CH:21]=3)[NH:16][CH:15]=2)=[O:56])[CH2:50][CH2:49]1. (6) Given the reactants [CH2:1]([C:3]1[CH:8]=[CH:7][C:6]([C:9]2[O:10][CH2:11][C:12]([CH3:15])([CH3:14])[N:13]=2)=[CH:5][CH:4]=1)[CH3:2].C([Li])CCC.C1C=CC(S(N(S(C2C=CC=CC=2)(=O)=O)[F:31])(=O)=O)=CC=1, predict the reaction product. The product is: [F:31][C:7]1[CH:8]=[C:3]([CH2:1][CH3:2])[CH:4]=[CH:5][C:6]=1[C:9]1[O:10][CH2:11][C:12]([CH3:14])([CH3:15])[N:13]=1. (7) Given the reactants [CH3:1][N:2]1[C:10](=[O:11])[C:9]2[N:8]([CH2:12][CH:13]=[CH2:14])[CH:7]=[N:6][C:5]=2[N:4]([CH2:15][CH2:16][CH2:17][CH2:18][CH3:19])[C:3]1=[O:20].CN([CH:24]=[O:25])C, predict the reaction product. The product is: [CH3:1][N:2]1[C:10](=[O:11])[C:9]2[N:8]([CH2:12][CH:13]=[CH2:14])[C:7]([CH:24]=[O:25])=[N:6][C:5]=2[N:4]([CH2:15][CH2:16][CH2:17][CH2:18][CH3:19])[C:3]1=[O:20].